Predict the reaction yield, written as a fraction of the theoretical maximum amount of product (1.0 means a 100% yield; for example, 0.34 means a 34% yield). From a dataset of Reaction yield outcomes from USPTO patents with 853,638 reactions. The reactants are Br[C:2]1[CH:7]=[CH:6][C:5]2[C:8]3[CH2:13][CH2:12][N:11]([C:14]([O:16][C:17]([CH3:20])([CH3:19])[CH3:18])=[O:15])[CH2:10][C:9]=3[S:21][C:4]=2[CH:3]=1.[Cl:22][C:23]1[CH:37]=[CH:36][C:26]([CH2:27][CH2:28][N:29]2[CH2:34][CH2:33][NH:32][C:31](=[O:35])[CH2:30]2)=[CH:25][CH:24]=1. No catalyst specified. The product is [Cl:22][C:23]1[CH:24]=[CH:25][C:26]([CH2:27][CH2:28][N:29]2[CH2:34][CH2:33][N:32]([C:2]3[CH:7]=[CH:6][C:5]4[C:8]5[CH2:13][CH2:12][N:11]([C:14]([O:16][C:17]([CH3:20])([CH3:19])[CH3:18])=[O:15])[CH2:10][C:9]=5[S:21][C:4]=4[CH:3]=3)[C:31](=[O:35])[CH2:30]2)=[CH:36][CH:37]=1. The yield is 0.200.